From a dataset of Forward reaction prediction with 1.9M reactions from USPTO patents (1976-2016). Predict the product of the given reaction. (1) Given the reactants [CH3:1][C:2]1N=CS[C:6]=1[C:7]([OH:9])=O.[F:10][C:11]([F:29])([F:28])[C:12]1[CH:16]=[C:15]([C:17]([F:20])([F:19])[F:18])[N:14]([C:21]2[CH:27]=[CH:26][C:24]([NH2:25])=[CH:23][CH:22]=2)[N:13]=1.Cl.[Cl:31][CH2:32][CH2:33]Cl.[CH3:35]CCCCC, predict the reaction product. The product is: [Cl:31][C:32]1[CH:1]=[CH:2][C:6]([C:7]([NH:25][C:24]2[CH:26]=[CH:27][C:21]([N:14]3[C:15]([C:17]([F:18])([F:19])[F:20])=[CH:16][C:12]([C:11]([F:10])([F:28])[F:29])=[N:13]3)=[CH:22][CH:23]=2)=[O:9])=[CH:35][CH:33]=1. (2) Given the reactants [NH2:1][C@H:2]([C:4]1[N:8]([CH:9]2[CH2:11][CH2:10]2)[C:7]2[C:12]([C:16]([NH:18][CH3:19])=[O:17])=[CH:13][CH:14]=[CH:15][C:6]=2[N:5]=1)[CH3:3].C(=O)([O-])[O-].[Cs+].[Cs+].[NH2:26][C:27]1[S:28][C:29](Br)=[N:30][N:31]=1, predict the reaction product. The product is: [NH2:26][C:27]1[S:28][C:29]([NH:1][C@H:2]([C:4]2[N:8]([CH:9]3[CH2:10][CH2:11]3)[C:7]3[C:12]([C:16]([NH:18][CH3:19])=[O:17])=[CH:13][CH:14]=[CH:15][C:6]=3[N:5]=2)[CH3:3])=[N:30][N:31]=1. (3) Given the reactants [CH3:1][C:2]1([CH3:23])[CH2:6][N:5]([C:7]([NH:20][CH2:21][CH3:22])=[N:8][S:9]([C:12]2[CH:17]=[CH:16][CH:15]=[C:14]([O:18]C)[CH:13]=2)(=[O:11])=[O:10])[N:4]=[CH:3]1.B(Br)(Br)Br.C([O-])(O)=O.[Na+], predict the reaction product. The product is: [CH3:1][C:2]1([CH3:23])[CH2:6][N:5]([C:7]([NH:20][CH2:21][CH3:22])=[N:8][S:9]([C:12]2[CH:17]=[CH:16][CH:15]=[C:14]([OH:18])[CH:13]=2)(=[O:11])=[O:10])[N:4]=[CH:3]1.